Dataset: Peptide-MHC class I binding affinity with 185,985 pairs from IEDB/IMGT. Task: Regression. Given a peptide amino acid sequence and an MHC pseudo amino acid sequence, predict their binding affinity value. This is MHC class I binding data. (1) The peptide sequence is IYKGVYQFK. The MHC is H-2-Db with pseudo-sequence H-2-Db. The binding affinity (normalized) is 0. (2) The peptide sequence is FPQGKAREF. The MHC is HLA-B15:03 with pseudo-sequence HLA-B15:03. The binding affinity (normalized) is 0.371. (3) The peptide sequence is IFVDTMSIY. The MHC is HLA-A31:01 with pseudo-sequence HLA-A31:01. The binding affinity (normalized) is 0.185. (4) The peptide sequence is DEWSVATFYL. The MHC is HLA-B45:01 with pseudo-sequence HLA-B45:01. The binding affinity (normalized) is 0.361. (5) The peptide sequence is TTGEWPLII. The MHC is HLA-A02:03 with pseudo-sequence HLA-A02:03. The binding affinity (normalized) is 0. (6) The peptide sequence is FSFGASCFIL. The MHC is HLA-A02:01 with pseudo-sequence HLA-A02:01. The binding affinity (normalized) is 0.670.